The task is: Predict the product of the given reaction.. This data is from Forward reaction prediction with 1.9M reactions from USPTO patents (1976-2016). Given the reactants C[O:2][C:3](=[O:20])[C:4]1[CH:9]=[CH:8][C:7]([CH2:10][P:11]2(=[O:19])[O:16][CH2:15][C:14]([CH3:18])([CH3:17])[CH2:13][O:12]2)=[CH:6][CH:5]=1.[Li+].[OH-], predict the reaction product. The product is: [CH3:17][C:14]1([CH3:18])[CH2:15][O:16][P:11]([CH2:10][C:7]2[CH:8]=[CH:9][C:4]([C:3]([OH:20])=[O:2])=[CH:5][CH:6]=2)(=[O:19])[O:12][CH2:13]1.